Regression. Given a peptide amino acid sequence and an MHC pseudo amino acid sequence, predict their binding affinity value. This is MHC class I binding data. From a dataset of Peptide-MHC class I binding affinity with 185,985 pairs from IEDB/IMGT. (1) The peptide sequence is RPMPGTRKVM. The MHC is HLA-B35:01 with pseudo-sequence HLA-B35:01. The binding affinity (normalized) is 0.167. (2) The peptide sequence is HPVGEADYFEY. The MHC is HLA-B35:01 with pseudo-sequence HLA-B35:01. The binding affinity (normalized) is 0.808. (3) The peptide sequence is ESMMGSTAM. The MHC is HLA-A25:01 with pseudo-sequence HLA-A25:01. The binding affinity (normalized) is 0.565. (4) The peptide sequence is VLDMGDPVK. The MHC is HLA-A68:02 with pseudo-sequence HLA-A68:02. The binding affinity (normalized) is 0.0847. (5) The peptide sequence is WYIKIFIII. The MHC is HLA-A23:01 with pseudo-sequence HLA-A23:01. The binding affinity (normalized) is 0.0847.